This data is from Reaction yield outcomes from USPTO patents with 853,638 reactions. The task is: Predict the reaction yield, written as a fraction of the theoretical maximum amount of product (1.0 means a 100% yield; for example, 0.34 means a 34% yield). (1) The reactants are Br[C:2]1[CH:7]=[CH:6][CH:5]=[CH:4][N:3]=1.C([Li])CCC.[CH:13]([C:15]1[C:23]2[O:22][C:21]([CH3:25])([CH3:24])[CH2:20][C:19]=2[C:18]([CH3:26])=[C:17]([NH:27][C:28](=[O:34])[CH2:29][C:30]([CH3:33])([CH3:32])[CH3:31])[C:16]=1[CH3:35])=[O:14].O. The catalyst is C(OCC)C.C1COCC1.CCCCCC.C(OCC)(=O)C. The product is [OH:14][CH:13]([C:2]1[CH:7]=[CH:6][CH:5]=[CH:4][N:3]=1)[C:15]1[C:23]2[O:22][C:21]([CH3:24])([CH3:25])[CH2:20][C:19]=2[C:18]([CH3:26])=[C:17]([NH:27][C:28](=[O:34])[CH2:29][C:30]([CH3:33])([CH3:32])[CH3:31])[C:16]=1[CH3:35]. The yield is 0.680. (2) The product is [N:1]([CH2:6][CH2:5][CH2:11][S:8]([OH:10])(=[O:9])=[O:7])=[N+:2]=[N-:3]. The catalyst is O.CC(C)=O. The reactants are [N-:1]=[N+:2]=[N-:3].[Na+].[CH2:5]1[CH2:11][S:8](=[O:10])(=[O:9])[O:7][CH2:6]1. The yield is 0.800.